This data is from Forward reaction prediction with 1.9M reactions from USPTO patents (1976-2016). The task is: Predict the product of the given reaction. (1) Given the reactants [CH3:1][N:2]([CH3:21])[C:3]1[CH:8]=[CH:7][C:6]([C:9]2[N:10]=[C:11]3[CH:16]=[C:15]([CH3:17])[C:14]([CH:18]=[CH2:19])=[CH:13][N:12]3[CH:20]=2)=[CH:5][CH:4]=1.B1C2CCCC1CCC2.[OH-:31].[Na+].OO, predict the reaction product. The product is: [CH3:21][N:2]([CH3:1])[C:3]1[CH:4]=[CH:5][C:6]([C:9]2[N:10]=[C:11]3[CH:16]=[C:15]([CH3:17])[C:14]([CH2:18][CH2:19][OH:31])=[CH:13][N:12]3[CH:20]=2)=[CH:7][CH:8]=1. (2) Given the reactants O[C:2]1[N:3]=[C:4]2[S:11][C:10]([CH3:12])=[CH:9][N:5]2[C:6](=[O:8])[CH:7]=1.P(Cl)(Cl)([Cl:15])=O, predict the reaction product. The product is: [Cl:15][C:2]1[N:3]=[C:4]2[S:11][C:10]([CH3:12])=[CH:9][N:5]2[C:6](=[O:8])[CH:7]=1. (3) Given the reactants [Cl:1][C:2]1[CH:7]=[C:6]([CH3:8])[CH:5]=[C:4]([O:9][CH3:10])[C:3]=1[CH2:11][C:12]([O:14]C)=[O:13].[OH-].[K+].O, predict the reaction product. The product is: [Cl:1][C:2]1[CH:7]=[C:6]([CH3:8])[CH:5]=[C:4]([O:9][CH3:10])[C:3]=1[CH2:11][C:12]([OH:14])=[O:13]. (4) Given the reactants C(C1C=CC=C(C(C)C)C=1N=[C:14]=[O:15])(C)C.[CH2:16]([O:18][C:19](=[O:36])[C:20]1[CH:25]=[CH:24][C:23]([NH:26][C:27]2([C:33](=[O:35])[NH2:34])[CH2:32][CH2:31][CH2:30][CH2:29][CH2:28]2)=[CH:22][CH:21]=1)[CH3:17], predict the reaction product. The product is: [CH2:16]([O:18][C:19](=[O:36])[C:20]1[CH:21]=[CH:22][C:23]([N:26]2[C:27]3([CH2:32][CH2:31][CH2:30][CH2:29][CH2:28]3)[C:33](=[O:35])[NH:34][C:14]2=[O:15])=[CH:24][CH:25]=1)[CH3:17]. (5) Given the reactants [Cl:1][CH2:2][C:3]([C:5]1[CH:6]=[C:7]2[C:12](=[CH:13][CH:14]=1)[NH:11][C:10](=[O:15])[CH2:9][CH:8]2[CH3:16])=O.FC(F)(F)C(O)=O.C([SiH](CC)CC)C, predict the reaction product. The product is: [Cl:1][CH2:2][CH2:3][C:5]1[CH:6]=[C:7]2[C:12](=[CH:13][CH:14]=1)[NH:11][C:10](=[O:15])[CH2:9][CH:8]2[CH3:16].